Dataset: Full USPTO retrosynthesis dataset with 1.9M reactions from patents (1976-2016). Task: Predict the reactants needed to synthesize the given product. (1) Given the product [Cl:1][CH2:2][C:3]1[CH:4]=[C:5]([CH:9]=[CH:10][CH:11]=1)[C:6]([O:8][CH2:20][CH:19]=[CH2:18])=[O:7], predict the reactants needed to synthesize it. The reactants are: [Cl:1][CH2:2][C:3]1[CH:4]=[C:5]([CH:9]=[CH:10][CH:11]=1)[C:6]([OH:8])=[O:7].C(=O)([O-])[O-].[K+].[K+].[CH2:18](Br)[CH:19]=[CH2:20]. (2) Given the product [CH2:19]([N:26]([CH2:27][CH2:28][OH:29])[C:5](=[O:7])[C:4]1[C:8]([F:11])=[CH:9][CH:10]=[C:2]([Br:1])[C:3]=1[F:12])[C:20]1[CH:25]=[CH:24][CH:23]=[CH:22][CH:21]=1, predict the reactants needed to synthesize it. The reactants are: [Br:1][C:2]1[C:3]([F:12])=[C:4]([C:8]([F:11])=[CH:9][CH:10]=1)[C:5]([OH:7])=O.C(Cl)(=O)C(Cl)=O.[CH2:19]([NH:26][CH2:27][CH2:28][OH:29])[C:20]1[CH:25]=[CH:24][CH:23]=[CH:22][CH:21]=1.C(N(CC)CC)C. (3) Given the product [CH2:1]([CH:5]1[N:10]([C:26](=[O:27])[C:25]#[C:24][C:21]2[CH:22]=[CH:23][C:18]([O:17][CH3:16])=[CH:19][CH:20]=2)[CH2:9][CH:8]([CH2:11][CH:12]([CH3:14])[CH3:13])[NH:7][C:6]1=[O:15])[CH:2]([CH3:4])[CH3:3], predict the reactants needed to synthesize it. The reactants are: [CH2:1]([C@@H:5]1[NH:10][CH2:9][C@H:8]([CH2:11][CH:12]([CH3:14])[CH3:13])[NH:7][C:6]1=[O:15])[CH:2]([CH3:4])[CH3:3].[CH3:16][O:17][C:18]1[CH:23]=[CH:22][C:21]([C:24]#[C:25][C:26](O)=[O:27])=[CH:20][CH:19]=1.C(C1N(C(=O)C#CC2C=CC=CC=2)CC(CC(C)C)NC1=O)C(C)C. (4) Given the product [CH3:1][C:2]1([CH3:12])[CH2:7][CH:6]([C:8]([OH:15])=[O:13])[CH2:5][C:4]([CH3:11])([CH3:10])[O:3]1, predict the reactants needed to synthesize it. The reactants are: [CH3:1][C:2]1([CH3:12])[CH2:7][CH:6]([C:8]#N)[CH2:5][C:4]([CH3:11])([CH3:10])[O:3]1.[OH-:13].[K+].[OH2:15]. (5) The reactants are: [NH:1]1[CH2:9][CH2:8][CH2:7][CH:3]([C:4]([NH2:6])=[O:5])[CH2:2]1.[C:10](O[C:10]([O:12][C:13]([CH3:16])([CH3:15])[CH3:14])=[O:11])([O:12][C:13]([CH3:16])([CH3:15])[CH3:14])=[O:11]. Given the product [C:13]([O:12][C:10]([N:1]1[CH2:9][CH2:8][CH2:7][C@@H:3]([C:4]([NH2:6])=[O:5])[CH2:2]1)=[O:11])([CH3:16])([CH3:15])[CH3:14], predict the reactants needed to synthesize it. (6) Given the product [F:34][C@H:10]1[C@H:11]2[N:12]=[C:13]([NH:25][CH3:26])[S:14][C@H:15]2[O:16][C@H:17]([C@:18]([OH:24])([CH3:23])[C:19]([F:22])([F:21])[F:20])[C@H:9]1[OH:8], predict the reactants needed to synthesize it. The reactants are: C([O:8][C@@H:9]1[C@@H:17]([C@:18]([OH:24])([CH3:23])[C:19]([F:22])([F:21])[F:20])[O:16][C@H:15]2[C@H:11]([N:12]=[C:13]([N:25](C)[C:26](=O)OC(C)(C)C)[S:14]2)[C@@H:10]1[F:34])C1C=CC=CC=1.[Si](C(F)(F)F)(C)(C)C.B(Cl)(Cl)Cl. (7) Given the product [CH2:17]([O:16][C:14](=[O:15])[CH2:13][O:11][C:3]1[CH:4]=[CH:5][C:6]([N+:8]([O-:10])=[O:9])=[CH:7][C:2]=1[Cl:1])[CH3:18], predict the reactants needed to synthesize it. The reactants are: [Cl:1][C:2]1[CH:7]=[C:6]([N+:8]([O-:10])=[O:9])[CH:5]=[CH:4][C:3]=1[OH:11].Br[CH2:13][C:14]([O:16][CH2:17][CH3:18])=[O:15].C(=O)([O-])[O-].[K+].[K+].